This data is from Forward reaction prediction with 1.9M reactions from USPTO patents (1976-2016). The task is: Predict the product of the given reaction. (1) The product is: [CH2:1]([O:3][C:4]([C:6]1([C:9]2[CH:10]=[CH:11][C:12]([C:15]3[CH:20]=[CH:19][C:18]([C:21]4[O:25][N:24]=[C:23]([CH3:26])[C:22]=4[CH:27]4[CH:28]([CH2:29][CH2:30][C:31]5[CH:32]=[CH:33][CH:34]=[CH:35][CH:36]=5)[O:42]4)=[CH:17][CH:16]=3)=[CH:13][CH:14]=2)[CH2:7][CH2:8]1)=[O:5])[CH3:2]. Given the reactants [CH2:1]([O:3][C:4]([C:6]1([C:9]2[CH:14]=[CH:13][C:12]([C:15]3[CH:20]=[CH:19][C:18]([C:21]4[O:25][N:24]=[C:23]([CH3:26])[C:22]=4[CH:27]=[CH:28][CH2:29][CH2:30][C:31]4[CH:36]=[CH:35][CH:34]=[CH:33][CH:32]=4)=[CH:17][CH:16]=3)=[CH:11][CH:10]=2)[CH2:8][CH2:7]1)=[O:5])[CH3:2].ClC1C=C(C=CC=1)C(OO)=[O:42], predict the reaction product. (2) Given the reactants [CH2:1]([O:8][C:9]([N:11]1[CH2:16][CH2:15][C:14]([N:26]=[N+]=[N-])([C:17]2[CH:22]=[CH:21][CH:20]=[C:19]([CH:23]([CH3:25])[CH3:24])[CH:18]=2)[CH2:13][CH2:12]1)=[O:10])[C:2]1[CH:7]=[CH:6][CH:5]=[CH:4][CH:3]=1.C(N)CN.[H][H], predict the reaction product. The product is: [CH2:1]([O:8][C:9]([N:11]1[CH2:12][CH2:13][C:14]([NH2:26])([C:17]2[CH:22]=[CH:21][CH:20]=[C:19]([CH:23]([CH3:24])[CH3:25])[CH:18]=2)[CH2:15][CH2:16]1)=[O:10])[C:2]1[CH:7]=[CH:6][CH:5]=[CH:4][CH:3]=1. (3) The product is: [Br:1][C:2]1[N:7]=[C:6]([CH:8]=[CH:11][C:12]([OH:14])=[O:13])[CH:5]=[CH:4][CH:3]=1. Given the reactants [Br:1][C:2]1[N:7]=[C:6]([CH:8]=O)[CH:5]=[CH:4][CH:3]=1.C(O)(=O)[CH2:11][C:12]([OH:14])=[O:13].N1CCCCC1, predict the reaction product.